From a dataset of NCI-60 drug combinations with 297,098 pairs across 59 cell lines. Regression. Given two drug SMILES strings and cell line genomic features, predict the synergy score measuring deviation from expected non-interaction effect. (1) Drug 1: C1C(C(OC1N2C=NC(=NC2=O)N)CO)O. Drug 2: B(C(CC(C)C)NC(=O)C(CC1=CC=CC=C1)NC(=O)C2=NC=CN=C2)(O)O. Cell line: RPMI-8226. Synergy scores: CSS=87.4, Synergy_ZIP=2.07, Synergy_Bliss=1.80, Synergy_Loewe=2.47, Synergy_HSA=4.35. (2) Drug 1: CC(C)(C#N)C1=CC(=CC(=C1)CN2C=NC=N2)C(C)(C)C#N. Drug 2: CC1CCC2CC(C(=CC=CC=CC(CC(C(=O)C(C(C(=CC(C(=O)CC(OC(=O)C3CCCCN3C(=O)C(=O)C1(O2)O)C(C)CC4CCC(C(C4)OC)O)C)C)O)OC)C)C)C)OC. Cell line: U251. Synergy scores: CSS=2.02, Synergy_ZIP=0.287, Synergy_Bliss=4.47, Synergy_Loewe=-11.8, Synergy_HSA=-4.34. (3) Drug 1: CC1=C(C(=O)C2=C(C1=O)N3CC4C(C3(C2COC(=O)N)OC)N4)N. Drug 2: CCC1(C2=C(COC1=O)C(=O)N3CC4=CC5=C(C=CC(=C5CN(C)C)O)N=C4C3=C2)O.Cl. Cell line: TK-10. Synergy scores: CSS=-18.4, Synergy_ZIP=7.29, Synergy_Bliss=-1.78, Synergy_Loewe=-21.2, Synergy_HSA=-17.0. (4) Drug 1: CS(=O)(=O)C1=CC(=C(C=C1)C(=O)NC2=CC(=C(C=C2)Cl)C3=CC=CC=N3)Cl. Drug 2: C1=CC=C(C=C1)NC(=O)CCCCCCC(=O)NO. Cell line: CCRF-CEM. Synergy scores: CSS=38.4, Synergy_ZIP=-12.6, Synergy_Bliss=-6.18, Synergy_Loewe=-21.6, Synergy_HSA=-6.83. (5) Drug 1: CNC(=O)C1=CC=CC=C1SC2=CC3=C(C=C2)C(=NN3)C=CC4=CC=CC=N4. Drug 2: C1CCN(CC1)CCOC2=CC=C(C=C2)C(=O)C3=C(SC4=C3C=CC(=C4)O)C5=CC=C(C=C5)O. Cell line: OVCAR3. Synergy scores: CSS=-1.97, Synergy_ZIP=2.02, Synergy_Bliss=1.31, Synergy_Loewe=-2.76, Synergy_HSA=-2.24. (6) Drug 1: C1=NC2=C(N=C(N=C2N1C3C(C(C(O3)CO)O)O)F)N. Drug 2: CC=C1C(=O)NC(C(=O)OC2CC(=O)NC(C(=O)NC(CSSCCC=C2)C(=O)N1)C(C)C)C(C)C. Cell line: SF-295. Synergy scores: CSS=39.4, Synergy_ZIP=-6.81, Synergy_Bliss=-2.65, Synergy_Loewe=-82.1, Synergy_HSA=-3.02. (7) Drug 1: C1=NC2=C(N1)C(=S)N=CN2. Drug 2: B(C(CC(C)C)NC(=O)C(CC1=CC=CC=C1)NC(=O)C2=NC=CN=C2)(O)O. Cell line: HT29. Synergy scores: CSS=50.8, Synergy_ZIP=-6.54, Synergy_Bliss=-5.79, Synergy_Loewe=-22.3, Synergy_HSA=-8.42.